From a dataset of Catalyst prediction with 721,799 reactions and 888 catalyst types from USPTO. Predict which catalyst facilitates the given reaction. Product: [CH2:1]([C:8]1([C:21](=[O:23])[NH:46][C:42]2[CH:43]=[CH:44][CH:45]=[C:40]([O:39][C:38](=[O:47])[N:37]([CH3:36])[CH3:48])[CH:41]=2)[CH2:9][CH2:10][N:11]([C:14]([O:16][C:17]([CH3:20])([CH3:18])[CH3:19])=[O:15])[CH2:12][CH2:13]1)[C:2]1[CH:7]=[CH:6][CH:5]=[CH:4][CH:3]=1. Reactant: [CH2:1]([C:8]1([C:21]([OH:23])=O)[CH2:13][CH2:12][N:11]([C:14]([O:16][C:17]([CH3:20])([CH3:19])[CH3:18])=[O:15])[CH2:10][CH2:9]1)[C:2]1[CH:7]=[CH:6][CH:5]=[CH:4][CH:3]=1.N1C=CC=CC=1.C(Cl)(=O)C(Cl)=O.[CH3:36][N:37]([CH3:48])[C:38](=[O:47])[O:39][C:40]1[CH:45]=[CH:44][CH:43]=[C:42]([NH2:46])[CH:41]=1. The catalyst class is: 85.